From a dataset of Full USPTO retrosynthesis dataset with 1.9M reactions from patents (1976-2016). Predict the reactants needed to synthesize the given product. (1) Given the product [N:3]1([CH2:9][CH2:10][O:11][C:12]2[CH:17]=[CH:16][C:15]([N:18]3[CH2:19][CH2:20][N:21]([C:24]4[CH:25]=[CH:26][C:27]5[N:28]([C:30]([C:33]([F:36])([F:34])[F:35])=[N:31][N:32]=5)[N:29]=4)[CH2:22][CH2:23]3)=[CH:14][CH:13]=2)[CH:7]=[CH:6][CH:5]=[N:4]1, predict the reactants needed to synthesize it. The reactants are: [H-].[Na+].[NH:3]1[CH:7]=[CH:6][CH:5]=[N:4]1.Br[CH2:9][CH2:10][O:11][C:12]1[CH:17]=[CH:16][C:15]([N:18]2[CH2:23][CH2:22][N:21]([C:24]3[CH:25]=[CH:26][C:27]4[N:28]([C:30]([C:33]([F:36])([F:35])[F:34])=[N:31][N:32]=4)[N:29]=3)[CH2:20][CH2:19]2)=[CH:14][CH:13]=1.O. (2) Given the product [Cl:22][C:5]1[CH:6]=[C:7]([O:8][CH2:9][C@@H:10]2[CH2:14][CH2:13][N:12]([C:15]([O:17][C:18]([CH3:21])([CH3:20])[CH3:19])=[O:16])[CH2:11]2)[C:2]([C:33]#[N:34])=[N:3][C:4]=1[C:23]1[CH:28]=[CH:27][C:26]([CH3:29])=[CH:25][CH:24]=1, predict the reactants needed to synthesize it. The reactants are: Cl[C:2]1[C:7]([O:8][CH2:9][C@@H:10]2[CH2:14][CH2:13][N:12]([C:15]([O:17][C:18]([CH3:21])([CH3:20])[CH3:19])=[O:16])[CH2:11]2)=[CH:6][C:5]([Cl:22])=[C:4]([C:23]2[CH:28]=[CH:27][C:26]([CH3:29])=[CH:25][CH:24]=2)[N:3]=1.ClCCl.[CH3:33][N:34](C)C=O. (3) Given the product [C:9]([CH:8]1[CH2:1][C:2]2[C:3](=[CH:4][CH:5]=[CH:6][CH:7]=2)[C:13](=[O:15])[CH2:12]1)([OH:11])=[O:10], predict the reactants needed to synthesize it. The reactants are: [CH2:1]([CH:8]([CH2:12][C:13]([OH:15])=O)[C:9]([OH:11])=[O:10])[C:2]1[CH:7]=[CH:6][CH:5]=[CH:4][CH:3]=1. (4) The reactants are: C([C@H]1COC(=O)N1C(=O)[CH2:15][C@@H:16]([C:22]1[CH:49]=[CH:48][C:25]([O:26][CH2:27][C:28]2[CH:29]=[C:30]([NH:34][S:35]([C:38]3[CH:43]=[CH:42][C:41]([C:44]([F:47])([F:46])[F:45])=[CH:40][CH:39]=3)(=[O:37])=[O:36])[CH:31]=[CH:32][CH:33]=2)=[CH:24][CH:23]=1)[C:17]1[CH:21]=[CH:20][O:19][N:18]=1)C1C=CC=CC=1.[OH:51]O.[Li+].[OH-].Cl.C1[CH2:60][O:59]CC1. Given the product [F:46][C:44]([F:45])([F:47])[C:41]1[CH:40]=[CH:39][C:38]([S:35]([NH:34][C:30]2[CH:29]=[C:28]([CH:33]=[CH:32][CH:31]=2)[CH2:27][O:26][C:25]2[CH:48]=[CH:49][C:22]([C@@H:16]([C:17]3[CH:21]=[CH:20][O:19][N:18]=3)[CH2:15][C:60]([OH:59])=[O:51])=[CH:23][CH:24]=2)(=[O:37])=[O:36])=[CH:43][CH:42]=1, predict the reactants needed to synthesize it. (5) Given the product [Cl:14][C:4]1[N:3]=[C:2]([NH:18][CH:15]([CH3:17])[CH3:16])[C:11]2[C:10](=[O:12])[N:9]([CH3:13])[CH:8]=[N:7][C:6]=2[CH:5]=1, predict the reactants needed to synthesize it. The reactants are: Cl[C:2]1[C:11]2[C:10](=[O:12])[N:9]([CH3:13])[CH:8]=[N:7][C:6]=2[CH:5]=[C:4]([Cl:14])[N:3]=1.[CH:15]([NH2:18])([CH3:17])[CH3:16]. (6) Given the product [Cl:82][C:77]1[CH:78]=[CH:79][CH:80]=[CH:81][C:76]=1[N:74]([CH3:75])[C:72]([C:70]1[S:69][C:68]2[C:62]3[CH:61]=[CH:60][C:59]([NH:58][C:56](=[O:57])[CH2:55][OH:54])=[CH:83][C:63]=3[O:64][CH2:65][CH2:66][C:67]=2[CH:71]=1)=[O:73], predict the reactants needed to synthesize it. The reactants are: Cl.NC1C=CC2C3SC(C(N(C4C=CC=CC=4Cl)C)=O)=CC=3CCOC=2C=1.C(N(CC)CC)C.C(OCC(Cl)=O)C1C=CC=CC=1.C([O:54][CH2:55][C:56]([NH:58][C:59]1[CH:60]=[CH:61][C:62]2[C:68]3[S:69][C:70]([C:72]([N:74]([C:76]4[CH:81]=[CH:80][CH:79]=[CH:78][C:77]=4[Cl:82])[CH3:75])=[O:73])=[CH:71][C:67]=3[CH2:66][CH2:65][O:64][C:63]=2[CH:83]=1)=[O:57])C1C=CC=CC=1. (7) Given the product [NH2:23][C:21]1[N:20]=[CH:19][N:18]=[C:17]2[N:16]([CH:24]3[CH2:30][C:26]4([CH2:29][N:28]([C:38](=[O:41])[CH:39]=[CH2:40])[CH2:27]4)[CH2:25]3)[N:15]=[C:14]([C:11]3[CH:10]=[CH:9][C:8]([O:1][C:2]4[CH:3]=[CH:4][CH:5]=[CH:6][CH:7]=4)=[CH:13][CH:12]=3)[C:22]=12, predict the reactants needed to synthesize it. The reactants are: [O:1]([C:8]1[CH:13]=[CH:12][C:11]([C:14]2[C:22]3[C:17](=[N:18][CH:19]=[N:20][C:21]=3[NH2:23])[N:16]([CH:24]3[CH2:30][C:26]4([CH2:29][NH:28][CH2:27]4)[CH2:25]3)[N:15]=2)=[CH:10][CH:9]=1)[C:2]1[CH:7]=[CH:6][CH:5]=[CH:4][CH:3]=1.C(N(CC)CC)C.[C:38](Cl)(=[O:41])[CH:39]=[CH2:40].C(=O)(O)[O-].[Na+]. (8) The reactants are: [CH3:1][O:2][C:3]1[CH:8]=[CH:7][C:6]([S:9](Cl)(=[O:11])=[O:10])=[CH:5][CH:4]=1.[F:13][C:14]1[CH:19]=[C:18]([F:20])[CH:17]=[CH:16][C:15]=1[C:21]1[CH:26]=[CH:25][CH:24]=[CH:23][C:22]=1[CH:27]([NH2:29])[CH3:28].C(N(CC)CC)C.O. Given the product [F:13][C:14]1[CH:19]=[C:18]([F:20])[CH:17]=[CH:16][C:15]=1[C:21]1[CH:26]=[CH:25][CH:24]=[CH:23][C:22]=1[CH:27]([NH:29][S:9]([C:6]1[CH:7]=[CH:8][C:3]([O:2][CH3:1])=[CH:4][CH:5]=1)(=[O:11])=[O:10])[CH3:28], predict the reactants needed to synthesize it. (9) Given the product [N:35]([C:2]1[N:7]=[CH:6][N:5]=[C:4]([O:8][C:9]2[CH:14]=[CH:13][C:12]([NH:15][C:16]([NH:18][C:19]3[CH:24]=[C:23]([C:25]([F:28])([F:27])[F:26])[CH:22]=[C:21]([CH2:29][N:30]([CH2:33][CH3:34])[CH2:31][CH3:32])[CH:20]=3)=[O:17])=[CH:11][CH:10]=2)[CH:3]=1)=[N+:36]=[N-:37], predict the reactants needed to synthesize it. The reactants are: Cl[C:2]1[N:7]=[CH:6][N:5]=[C:4]([O:8][C:9]2[CH:14]=[CH:13][C:12]([NH:15][C:16]([NH:18][C:19]3[CH:24]=[C:23]([C:25]([F:28])([F:27])[F:26])[CH:22]=[C:21]([CH2:29][N:30]([CH2:33][CH3:34])[CH2:31][CH3:32])[CH:20]=3)=[O:17])=[CH:11][CH:10]=2)[CH:3]=1.[N-:35]=[N+:36]=[N-:37].[Na+]. (10) Given the product [CH3:32][S:33]([N:1]([S:33]([CH3:32])(=[O:35])=[O:34])[C:2]1[CH:3]=[CH:4][C:5]([C:6]([N:8]2[C:17]3[C:12](=[CH:13][CH:14]=[CH:15][CH:16]=3)[C@H:11]([N:18]([C:22]3[CH:23]=[CH:24][C:25]([Cl:28])=[CH:26][CH:27]=3)[C:19](=[O:21])[CH3:20])[CH2:10][C@@H:9]2[CH3:29])=[O:7])=[CH:30][CH:31]=1)(=[O:35])=[O:34], predict the reactants needed to synthesize it. The reactants are: [NH2:1][C:2]1[CH:31]=[CH:30][C:5]([C:6]([N:8]2[C:17]3[C:12](=[CH:13][CH:14]=[CH:15][CH:16]=3)[C@H:11]([N:18]([C:22]3[CH:27]=[CH:26][C:25]([Cl:28])=[CH:24][CH:23]=3)[C:19](=[O:21])[CH3:20])[CH2:10][C@@H:9]2[CH3:29])=[O:7])=[CH:4][CH:3]=1.[CH3:32][S:33](O[S:33]([CH3:32])(=[O:35])=[O:34])(=[O:35])=[O:34].C(N(CC)C(C)C)(C)C.NC1C=CC=CC=1.